This data is from Reaction yield outcomes from USPTO patents with 853,638 reactions. The task is: Predict the reaction yield, written as a fraction of the theoretical maximum amount of product (1.0 means a 100% yield; for example, 0.34 means a 34% yield). (1) The reactants are [CH3:1][C:2]1[C:11]([N+:12]([O-])=O)=[CH:10][CH:9]=[CH:8][C:3]=1[C:4]([O:6][CH3:7])=[O:5].[Cl-].[NH4+]. The catalyst is C(O)C.O.[Fe]. The product is [NH2:12][C:11]1[C:2]([CH3:1])=[C:3]([CH:8]=[CH:9][CH:10]=1)[C:4]([O:6][CH3:7])=[O:5]. The yield is 0.830. (2) The reactants are [CH:1]1[C:2]([C:10]#[N:11])=[CH:3][N:4]2[C:9]=1[CH:8]=[CH:7][CH:6]=[CH:5]2.F[B-](F)(F)F.C1(P(C2CCCC2)C2CCCC2)CCCC1.C([O-])([O-])=O.[Cs+].[Cs+].Cl[C:40]1[CH:45]=[CH:44][N:43]=[CH:42][CH:41]=1. The catalyst is CC([O-])=O.CC([O-])=O.[Pd+2].C1(C)C=CC=CC=1. The product is [N:43]1[CH:44]=[CH:45][C:40]([C:3]2[N:4]3[C:9]([CH:8]=[CH:7][CH:6]=[CH:5]3)=[CH:1][C:2]=2[C:10]#[N:11])=[CH:41][CH:42]=1. The yield is 0.410. (3) The reactants are [Br:1][C:2]1[N:3]([C:8]2[C:17]3[C:12](=[CH:13][CH:14]=[CH:15][CH:16]=3)[C:11]([CH:18]3[CH2:20][CH2:19]3)=[CH:10][CH:9]=2)[C:4]([SH:7])=[N:5][N:6]=1.Br[C:22]1([C:26]([O:28][CH2:29][CH3:30])=[O:27])[CH2:25][CH2:24][CH2:23]1.C(N(C(C)C)CC)(C)C. The catalyst is CN(C=O)C. The product is [Br:1][C:2]1[N:3]([C:8]2[C:17]3[C:12](=[CH:13][CH:14]=[CH:15][CH:16]=3)[C:11]([CH:18]3[CH2:20][CH2:19]3)=[CH:10][CH:9]=2)[C:4]([S:7][C:22]2([C:26]([O:28][CH2:29][CH3:30])=[O:27])[CH2:25][CH2:24][CH2:23]2)=[N:5][N:6]=1. The yield is 0.550. (4) The reactants are [Cl:1][C:2]1[CH:3]=[C:4]([N:10]2[CH:14]=[N:13][C:12]([C:15]([O:17]CC)=[O:16])=[N:11]2)[CH:5]=[C:6]([Cl:9])[C:7]=1[OH:8].[OH-].[Na+].Cl. The catalyst is O. The product is [Cl:1][C:2]1[CH:3]=[C:4]([N:10]2[CH:14]=[N:13][C:12]([C:15]([OH:17])=[O:16])=[N:11]2)[CH:5]=[C:6]([Cl:9])[C:7]=1[OH:8]. The yield is 0.870. (5) The reactants are [OH:1][C:2]1[C:3]([CH3:15])=[N:4][C:5]2[C:10]([C:11]=1C(O)=O)=[CH:9][CH:8]=[CH:7][CH:6]=2.[CH:16]1[C:21]([C:22]([OH:24])=[O:23])=[CH:20][C:19]2[C:25]([O:27][C:28](=O)[C:18]=2[CH:17]=1)=[O:26].ClC1C=CC(Cl)=CC=1Cl. No catalyst specified. The product is [OH:1][C:2]1[C:3]([CH:15]2[C:25](=[O:26])[C:19]3[C:18](=[CH:17][CH:16]=[C:21]([C:22]([OH:24])=[O:23])[CH:20]=3)[C:28]2=[O:27])=[N:4][C:5]2[C:10]([CH:11]=1)=[CH:9][CH:8]=[CH:7][CH:6]=2. The yield is 0.480. (6) The reactants are [N:1]([C@H:4]1[CH2:9][CH2:8][C@@H:7]([CH:10]([C:17]2[CH:22]=[CH:21][CH:20]=[CH:19][CH:18]=2)[C:11]2[CH:16]=[CH:15][CH:14]=[CH:13][CH:12]=2)[O:6][CH2:5]1)=[N+]=[N-]. The catalyst is CO.[Pd]. The product is [CH:10]([C@H:7]1[O:6][CH2:5][C@@H:4]([NH2:1])[CH2:9][CH2:8]1)([C:17]1[CH:22]=[CH:21][CH:20]=[CH:19][CH:18]=1)[C:11]1[CH:12]=[CH:13][CH:14]=[CH:15][CH:16]=1. The yield is 0.780. (7) The reactants are [BH4-].[Li+].[Cl:3][C:4]1[N:9]=[C:8]([C:10](OC)=[O:11])[CH:7]=[C:6]([N:14]2[CH2:19][CH2:18][O:17][CH2:16][C@H:15]2[CH3:20])[N:5]=1.O. The catalyst is C1COCC1. The product is [Cl:3][C:4]1[N:9]=[C:8]([CH2:10][OH:11])[CH:7]=[C:6]([N:14]2[CH2:19][CH2:18][O:17][CH2:16][C@H:15]2[CH3:20])[N:5]=1. The yield is 1.00.